Dataset: Forward reaction prediction with 1.9M reactions from USPTO patents (1976-2016). Task: Predict the product of the given reaction. Given the reactants CC1N=C(NS(C2C=CC(C3C=CC(Cl)=CC=3)=CC=2)(=O)=O)C=CC=1.[CH:25]1([C:28]2[N:33]=[C:32]([NH:34][S:35]([C:38]3[CH:39]=[N:40][C:41](Cl)=[CH:42][CH:43]=3)(=[O:37])=[O:36])[CH:31]=[CH:30][CH:29]=2)[CH2:27][CH2:26]1.[C:45]([C:47]1[CH:52]=[CH:51][C:50](B(O)O)=[CH:49][CH:48]=1)#[N:46], predict the reaction product. The product is: [CH:25]1([C:28]2[N:33]=[C:32]([NH:34][S:35]([C:38]3[CH:39]=[N:40][C:41]([C:50]4[CH:51]=[CH:52][C:47]([C:45]#[N:46])=[CH:48][CH:49]=4)=[CH:42][CH:43]=3)(=[O:37])=[O:36])[CH:31]=[CH:30][CH:29]=2)[CH2:27][CH2:26]1.